Dataset: Catalyst prediction with 721,799 reactions and 888 catalyst types from USPTO. Task: Predict which catalyst facilitates the given reaction. Reactant: [Br:1][C:2]1[CH:3]=[C:4]2[C:9](=[CH:10][C:11]=1[O:12]C)[N:8]=[C:7]([NH:14][C:15]1[CH:20]=[CH:19][C:18]([N:21]3[CH2:26][CH2:25][O:24][CH2:23][CH2:22]3)=[CH:17][CH:16]=1)[N:6]=[CH:5]2.C[S-].[Na+]. Product: [Br:1][C:2]1[CH:3]=[C:4]2[C:9](=[CH:10][C:11]=1[OH:12])[N:8]=[C:7]([NH:14][C:15]1[CH:20]=[CH:19][C:18]([N:21]3[CH2:22][CH2:23][O:24][CH2:25][CH2:26]3)=[CH:17][CH:16]=1)[N:6]=[CH:5]2. The catalyst class is: 3.